Dataset: CYP2C19 inhibition data for predicting drug metabolism from PubChem BioAssay. Task: Regression/Classification. Given a drug SMILES string, predict its absorption, distribution, metabolism, or excretion properties. Task type varies by dataset: regression for continuous measurements (e.g., permeability, clearance, half-life) or binary classification for categorical outcomes (e.g., BBB penetration, CYP inhibition). Dataset: cyp2c19_veith. (1) The molecule is COc1ccccc1/C=C/C=N/N1CCN(Cc2cccc3ccccc23)CC1. The result is 1 (inhibitor). (2) The result is 1 (inhibitor). The molecule is O=C(Nc1ccccc1)N(Cc1ccccc1)CC(O)C(F)(F)F. (3) The compound is CC(=O)N1CCC2(CCN(Cc3nccs3)CC2)CC1. The result is 0 (non-inhibitor).